Dataset: Catalyst prediction with 721,799 reactions and 888 catalyst types from USPTO. Task: Predict which catalyst facilitates the given reaction. (1) Reactant: Br[CH2:2][CH2:3][CH2:4][O:5][C:6]([C:19]1[CH:24]=[CH:23][CH:22]=[CH:21][CH:20]=1)([C:13]1[CH:18]=[CH:17][CH:16]=[CH:15][CH:14]=1)[C:7]1[CH:12]=[CH:11][CH:10]=[CH:9][CH:8]=1.CCN(CC)CC.[CH:32]([NH:35][CH2:36][CH2:37][OH:38])([CH3:34])[CH3:33]. Product: [CH:32]([N:35]([CH2:2][CH2:3][CH2:4][O:5][C:6]([C:19]1[CH:24]=[CH:23][CH:22]=[CH:21][CH:20]=1)([C:13]1[CH:18]=[CH:17][CH:16]=[CH:15][CH:14]=1)[C:7]1[CH:12]=[CH:11][CH:10]=[CH:9][CH:8]=1)[CH2:36][CH2:37][OH:38])([CH3:34])[CH3:33]. The catalyst class is: 23. (2) Reactant: [CH:1]1([N:4]2[C:8]3[CH:9]=[C:10]([F:14])[C:11]([F:13])=[CH:12][C:7]=3[N:6]=[C:5]2[C:15]2[CH:16]=[C:17]([C:21]([OH:24])([CH3:23])[CH3:22])[CH:18]=[N:19][CH:20]=2)[CH2:3][CH2:2]1.[H-].[Na+].I[CH3:28]. The catalyst class is: 54. Product: [CH:1]1([N:4]2[C:8]3[CH:9]=[C:10]([F:14])[C:11]([F:13])=[CH:12][C:7]=3[N:6]=[C:5]2[C:15]2[CH:20]=[N:19][CH:18]=[C:17]([C:21]([O:24][CH3:28])([CH3:22])[CH3:23])[CH:16]=2)[CH2:3][CH2:2]1. (3) Reactant: [Br:1][C:2]1[CH:7]=[CH:6][CH:5]=[C:4]([N+:8]([O-:10])=[O:9])[C:3]=1C.[C:12](=[O:15])([O-])[O-:13].[Na+].[Na+].[Mn]([O-])(=O)(=O)=O.[K+]. Product: [Br:1][C:2]1[CH:7]=[CH:6][CH:5]=[C:4]([N+:8]([O-:10])=[O:9])[C:3]=1[C:12]([OH:13])=[O:15]. The catalyst class is: 6. (4) Reactant: C[O:2][C:3](=[O:31])[C:4]1[CH:9]=[C:8]([N+:10]([O-:12])=[O:11])[CH:7]=[CH:6][C:5]=1[NH:13][C:14]1[CH:19]=[CH:18][C:17]([CH2:20][CH2:21][CH2:22][C:23]2[CH:28]=[CH:27][C:26]([Cl:29])=[C:25]([Cl:30])[CH:24]=2)=[CH:16][CH:15]=1.[OH-].[Na+]. Product: [Cl:30][C:25]1[CH:24]=[C:23]([CH2:22][CH2:21][CH2:20][C:17]2[CH:16]=[CH:15][C:14]([NH:13][C:5]3[CH:6]=[CH:7][C:8]([N+:10]([O-:12])=[O:11])=[CH:9][C:4]=3[C:3]([OH:31])=[O:2])=[CH:19][CH:18]=2)[CH:28]=[CH:27][C:26]=1[Cl:29]. The catalyst class is: 301.